From a dataset of Catalyst prediction with 721,799 reactions and 888 catalyst types from USPTO. Predict which catalyst facilitates the given reaction. (1) Reactant: [NH:1]1[C:5]2[CH:6]=[C:7]([C:10]3[O:14][C:13]([SH:15])=[N:12][N:11]=3)[CH:8]=[CH:9][C:4]=2[N:3]=[CH:2]1.[Cl:16][C:17]1[CH:24]=[CH:23][C:20]([CH2:21]Cl)=[CH:19][CH:18]=1. Product: [Cl:16][C:17]1[CH:24]=[CH:23][C:20]([CH2:21][S:15][C:13]2[O:14][C:10]([C:7]3[CH:8]=[CH:9][C:4]4[NH:3][CH:2]=[N:1][C:5]=4[CH:6]=3)=[N:11][N:12]=2)=[CH:19][CH:18]=1. The catalyst class is: 14. (2) Reactant: Cl[C:2]1[N:7]=[CH:6][C:5]2[CH:8]=[N:9][N:10]([C:11]3[N:16]=[C:15]([N:17]4[CH2:23][CH2:22][CH2:21][N:20]([C:24]([O:26][C:27]([CH3:30])([CH3:29])[CH3:28])=[O:25])[CH2:19][CH2:18]4)[CH:14]=[N:13][CH:12]=3)[C:4]=2[CH:3]=1.CC1(C)C(C)(C)OB([C:39]2[CH:40]=[N:41][NH:42][CH:43]=2)O1.C([O-])([O-])=O.[Na+].[Na+]. Product: [NH:41]1[CH:40]=[C:39]([C:2]2[N:7]=[CH:6][C:5]3[CH:8]=[N:9][N:10]([C:11]4[N:16]=[C:15]([N:17]5[CH2:23][CH2:22][CH2:21][N:20]([C:24]([O:26][C:27]([CH3:28])([CH3:29])[CH3:30])=[O:25])[CH2:19][CH2:18]5)[CH:14]=[N:13][CH:12]=4)[C:4]=3[CH:3]=2)[CH:43]=[N:42]1. The catalyst class is: 75. (3) Reactant: [N+:1]([C:4]1[CH:9]=[CH:8][C:7]([N:10]2[CH2:15][CH2:14][C:13](=[O:16])[CH2:12][CH2:11]2)=[CH:6][CH:5]=1)([O-])=O. Product: [NH2:1][C:4]1[CH:9]=[CH:8][C:7]([N:10]2[CH2:11][CH2:12][C:13](=[O:16])[CH2:14][CH2:15]2)=[CH:6][CH:5]=1. The catalyst class is: 94.